Dataset: Full USPTO retrosynthesis dataset with 1.9M reactions from patents (1976-2016). Task: Predict the reactants needed to synthesize the given product. (1) Given the product [Cl:1][C:2]1[CH:7]=[CH:6][C:5]([CH:8]([NH2:30])[C:9]2[CH:14]=[CH:13][C:12]([C:15]3[N:23]=[CH:22][N:21]=[C:20]4[C:16]=3[N:17]=[CH:18][NH:19]4)=[CH:11][CH:10]=2)=[CH:4][CH:3]=1, predict the reactants needed to synthesize it. The reactants are: [Cl:1][C:2]1[CH:7]=[CH:6][C:5]([CH:8]([NH2:30])[C:9]2[CH:14]=[CH:13][C:12]([C:15]3[N:23]=[CH:22][N:21]=[C:20]4[C:16]=3[N:17]=[CH:18][N:19]4C3CCCCO3)=[CH:11][CH:10]=2)=[CH:4][CH:3]=1.Cl. (2) Given the product [F:34][C:35]([F:39])([F:38])[CH2:36][NH:37][C:16]([CH:12]1[CH2:11][CH:10]2[CH:14]([CH2:15][N:8]([C:6]([O:5][C:1]([CH3:2])([CH3:3])[CH3:4])=[O:7])[CH2:9]2)[CH2:13]1)=[O:18], predict the reactants needed to synthesize it. The reactants are: [C:1]([O:5][C:6]([N:8]1[CH2:15][CH:14]2[CH:10]([CH2:11][CH:12]([C:16]([OH:18])=O)[CH2:13]2)[CH2:9]1)=[O:7])([CH3:4])([CH3:3])[CH3:2].C(Cl)(=O)C(Cl)=O.CCN(C(C)C)C(C)C.[F:34][C:35]([F:39])([F:38])[CH2:36][NH2:37]. (3) The reactants are: [CH:1]1[C:10]2[CH:9]=[CH:8][CH:7]=[C:6]([C:11]([OH:13])=[O:12])[C:5]=2[CH:4]=[CH:3][N:2]=1.S(=O)(=O)(O)O.[CH3:19]O. Given the product [CH:1]1[C:10]2[CH:9]=[CH:8][CH:7]=[C:6]([C:11]([O:13][CH3:19])=[O:12])[C:5]=2[CH:4]=[CH:3][N:2]=1, predict the reactants needed to synthesize it. (4) Given the product [CH3:13][O:14][C:15]([C@@:17]1([NH:22][C:23]([O:25][C:26]([CH3:29])([CH3:28])[CH3:27])=[O:24])[CH2:19][C@H:18]1[CH:20]1[CH2:6][CH2:21]1)=[O:16], predict the reactants needed to synthesize it. The reactants are: [OH-].[K+].N(N(C)[C:6](N)=O)=O.[N+](=C)=[N-].[CH3:13][O:14][C:15]([C@@:17]1([NH:22][C:23]([O:25][C:26]([CH3:29])([CH3:28])[CH3:27])=[O:24])[CH2:19][C@H:18]1[CH:20]=[CH2:21])=[O:16]. (5) Given the product [OH:7][C:8]1[CH:9]=[C:10]([C:14]23[CH2:21][CH2:20][C:17]([CH2:28][C:27]([OH:30])=[O:25])([CH2:18][CH2:19]2)[CH2:16][O:15]3)[CH:11]=[CH:12][CH:13]=1, predict the reactants needed to synthesize it. The reactants are: O1CCCCC1[O:7][C:8]1[CH:9]=[C:10]([C:14]23[CH2:21][CH2:20][C:17](CC#N)([CH2:18][CH2:19]2)[CH2:16][O:15]3)[CH:11]=[CH:12][CH:13]=1.[OH-:25].[K+].[CH2:27]([OH:30])[CH2:28]O. (6) The reactants are: [OH:1][CH:2]=[CH:3][C:4](=[O:11])[C:5]([O:9][CH3:10])([O:7][CH3:8])[CH3:6].[Na].S([O-])(O[CH3:17])(=O)=O. Given the product [CH3:17][O:1][CH:2]=[CH:3][C:4](=[O:11])[C:5]([O:9][CH3:10])([O:7][CH3:8])[CH3:6], predict the reactants needed to synthesize it. (7) Given the product [CH2:23]([O:22][C:21]([N:20]([CH2:19][C:18]1[CH:17]=[CH:16][C:15]([C:13]2[O:11][C:3]3[C:4]([C:5]([OH:7])=[O:6])=[CH:8][CH:9]=[CH:10][C:2]=3[N:1]=2)=[CH:33][CH:32]=1)[CH3:31])=[O:30])[C:24]1[CH:25]=[CH:26][CH:27]=[CH:28][CH:29]=1, predict the reactants needed to synthesize it. The reactants are: [NH2:1][C:2]1[CH:10]=[CH:9][CH:8]=[C:4]([C:5]([OH:7])=[O:6])[C:3]=1[OH:11].Cl[C:13]([C:15]1[CH:33]=[CH:32][C:18]([CH2:19][N:20]([CH3:31])[C:21](=[O:30])[O:22][CH2:23][C:24]2[CH:29]=[CH:28][CH:27]=[CH:26][CH:25]=2)=[CH:17][CH:16]=1)=O.